This data is from Catalyst prediction with 721,799 reactions and 888 catalyst types from USPTO. The task is: Predict which catalyst facilitates the given reaction. (1) Reactant: [H-].[Na+].[CH:3]1([C:9]2[C:17]3[C:12](=[CH:13][C:14]([C:18]([O:20][CH3:21])=[O:19])=[CH:15][CH:16]=3)[NH:11][C:10]=2[C:22]2[CH:27]=[CH:26][CH:25]=[CH:24][C:23]=2[OH:28])[CH2:8][CH2:7][CH2:6][CH2:5][CH2:4]1.Br[CH2:30][C:31]1([CH2:39]Br)[CH2:36][O:35][C:34]([CH3:38])([CH3:37])[O:33][CH2:32]1. Product: [CH:3]1([C:9]2[C:17]3[CH:16]=[CH:15][C:14]([C:18]([O:20][CH3:21])=[O:19])=[CH:13][C:12]=3[N:11]3[C:10]=2[C:22]2[CH:27]=[CH:26][CH:25]=[CH:24][C:23]=2[O:28][CH2:39][C:31]2([CH2:36][O:35][C:34]([CH3:38])([CH3:37])[O:33][CH2:32]2)[CH2:30]3)[CH2:8][CH2:7][CH2:6][CH2:5][CH2:4]1. The catalyst class is: 3. (2) Reactant: C[O:2][C:3]1[C:8](=[O:9])[NH:7][C:6]([C:10]2[CH:11]=[C:12]([CH:15]=[CH:16][CH:17]=2)[C:13]#[N:14])=[N:5][CH:4]=1.C(Cl)Cl.B(Br)(Br)Br. Product: [OH:2][C:3]1[C:8](=[O:9])[NH:7][C:6]([C:10]2[CH:11]=[C:12]([CH:15]=[CH:16][CH:17]=2)[C:13]#[N:14])=[N:5][CH:4]=1. The catalyst class is: 2. (3) Reactant: [NH2:1][CH2:2][CH:3]1[CH2:8][CH2:7][N:6]([C:9]([O:11][C:12]([CH3:15])([CH3:14])[CH3:13])=[O:10])[CH2:5][CH2:4]1.[CH:16]([C:18]1[CH:26]=[CH:25][CH:24]=[CH:23][C:19]=1[C:20](O)=O)=[O:17].C([BH3-])#N.[Na+].[OH-].[Na+]. Product: [C:12]([O:11][C:9]([N:6]1[CH2:7][CH2:8][CH:3]([CH2:2][N:1]2[CH2:20][C:19]3[C:18](=[CH:26][CH:25]=[CH:24][CH:23]=3)[C:16]2=[O:17])[CH2:4][CH2:5]1)=[O:10])([CH3:15])([CH3:14])[CH3:13]. The catalyst class is: 24. (4) Reactant: [O:1]1[CH2:6][CH2:5][CH2:4][CH2:3][CH:2]1[O:7][CH:8]1[CH2:13][NH:12][C:11](=[O:14])[N:10]2[C:15]3[N:21]=[CH:20][CH:19]=[CH:18][C:16]=3[CH:17]=[C:9]12.Cl[C:23](Cl)([O:25]C(=O)OC(Cl)(Cl)Cl)Cl.NCC(C1NC2C(C=1)=C(OC)C=CN=2)OC1CCCCO1.CCN(C(C)C)C(C)C. Product: [O:1]1[CH2:6][CH2:5][CH2:4][CH2:3][CH:2]1[O:7][CH:8]1[CH2:13][NH:12][C:11](=[O:14])[N:10]2[C:15]3[N:21]=[CH:20][CH:19]=[C:18]([O:25][CH3:23])[C:16]=3[CH:17]=[C:9]12. The catalyst class is: 2.